Task: Regression/Classification. Given a drug SMILES string, predict its absorption, distribution, metabolism, or excretion properties. Task type varies by dataset: regression for continuous measurements (e.g., permeability, clearance, half-life) or binary classification for categorical outcomes (e.g., BBB penetration, CYP inhibition). Dataset: cyp3a4_veith.. Dataset: CYP3A4 inhibition data for predicting drug metabolism from PubChem BioAssay (1) The compound is COc1ccc(C2=NN(C)C(=NCc3ccccc3)SC2)cc1. The result is 0 (non-inhibitor). (2) The drug is COC(=O)C/C=C\[C@@H](C)[C@@H](/C=N\OC[C@@H](O)[C@H]1O[C@H]2OC(C)(C)O[C@H]2[C@@H]1O)NS(=O)(=O)c1ccc(C)cc1. The result is 1 (inhibitor). (3) The drug is FC(F)(F)c1ccccc1-c1cncnc1Nc1ccccc1. The result is 1 (inhibitor). (4) The drug is O=C(O)c1cc2c(o1)CCC/C2=N\O. The result is 0 (non-inhibitor). (5) The compound is CC[N+](C)(CC)CCC[n+]1c(-c2ccccc2)c2cc(N)ccc2c2ccc(N)cc21. The result is 1 (inhibitor). (6) The compound is CC(C)CCNC(=O)Cc1ccccc1[N+](=O)[O-]. The result is 0 (non-inhibitor). (7) The compound is CC(C)CNc1ncnc2c1sc1nc(N3CCOCC3)c3c(c12)CC(C)(C)OC3. The result is 0 (non-inhibitor).